Predict the reactants needed to synthesize the given product. From a dataset of Full USPTO retrosynthesis dataset with 1.9M reactions from patents (1976-2016). (1) Given the product [CH:13]1[C:12]2[C:17](=[CH:18][C:19]3[C:24]([CH:11]=2)=[CH:23][CH:22]=[CH:21][CH:20]=3)[CH:16]=[CH:15][CH:14]=1, predict the reactants needed to synthesize it. The reactants are: C1C2C(=CC=C([C:11]3[C:12]4[C:17]([C:18](Br)=[C:19]5[C:24]=3[CH:23]=[CH:22][CH:21]=[CH:20]5)=[CH:16][CH:15]=[CH:14][CH:13]=4)C=2)C=CC=1C1C=CC2C(=CC=CC=2)C=1.C1(C2C=CC=CC=2)C(B(O)O)=CC=CC=1.COC1C=CC=C(OC)C=1C1C=CC=CC=1P(C1CCCCC1)C1CCCCC1.P([O-])([O-])([O-])=O.[K+].[K+].[K+].C1(C(=CC(=CC=1)C)C)C. (2) Given the product [C:38]([O:37][C:36]([N:35]([CH2:34][C:32]1[CH:31]=[CH:30][C:29]2[O:24][CH2:25][CH2:26][O:27][C:28]=2[CH:33]=1)[CH:43]1[CH2:48][CH2:47][N:46]([CH2:17][CH2:16][N:13]2[C:14]3[C:9](=[CH:8][CH:7]=[C:6]([O:5][CH3:4])[CH:15]=3)[CH:10]=[C:11]([C:20]([O:22][CH3:23])=[O:21])[C:12]2=[O:19])[CH2:45][CH2:44]1)=[O:42])([CH3:41])([CH3:39])[CH3:40], predict the reactants needed to synthesize it. The reactants are: ClCCl.[CH3:4][O:5][C:6]1[CH:15]=[C:14]2[C:9]([CH:10]=[C:11]([C:20]([O:22][CH3:23])=[O:21])[C:12](=[O:19])[N:13]2[CH2:16][CH:17]=O)=[CH:8][CH:7]=1.[O:24]1[C:29]2[CH:30]=[CH:31][C:32]([CH2:34][N:35]([CH:43]3[CH2:48][CH2:47][NH:46][CH2:45][CH2:44]3)[C:36](=[O:42])[O:37][C:38]([CH3:41])([CH3:40])[CH3:39])=[CH:33][C:28]=2[O:27][CH2:26][CH2:25]1.C(O[BH-](OC(=O)C)OC(=O)C)(=O)C.[Na+]. (3) Given the product [Cl:9][C:10]1[CH:16]=[C:15]2[C:13](=[CH:12][C:11]=1[OH:17])[O:14][CH2:19][CH2:20][C:21]2=[O:22], predict the reactants needed to synthesize it. The reactants are: FC(F)(F)S(O)(=O)=O.[Cl:9][C:10]1[CH:16]=[CH:15][C:13]([OH:14])=[CH:12][C:11]=1[OH:17].Cl[CH2:19][CH2:20][C:21](O)=[O:22].[OH-].[Na+].Cl. (4) Given the product [C:1]12([CH2:11][O:12][C:13]3[C:22]([CH:23]([O:25][Si:26]([C:29]([CH3:32])([CH3:31])[CH3:30])([CH3:27])[CH3:28])[CH3:24])=[CH:21][C:16]([C:17]([OH:19])=[O:18])=[C:15]([F:33])[CH:14]=3)[CH2:8][CH:7]3[CH2:9][CH:3]([CH2:4][CH:5]([CH2:6]3)[CH2:10]1)[CH2:2]2, predict the reactants needed to synthesize it. The reactants are: [C:1]12([CH2:11][O:12][C:13]3[C:22]([CH:23]([O:25][Si:26]([C:29]([CH3:32])([CH3:31])[CH3:30])([CH3:28])[CH3:27])[CH3:24])=[CH:21][C:16]([C:17]([O:19]C)=[O:18])=[C:15]([F:33])[CH:14]=3)[CH2:10][CH:5]3[CH2:6][CH:7]([CH2:9][CH:3]([CH2:4]3)[CH2:2]1)[CH2:8]2.O.[OH-].[Li+].Cl.